From a dataset of Reaction yield outcomes from USPTO patents with 853,638 reactions. Predict the reaction yield, written as a fraction of the theoretical maximum amount of product (1.0 means a 100% yield; for example, 0.34 means a 34% yield). (1) The yield is 0.730. The product is [CH2:3]([C:7]1[N:8]=[N:9][C:10]([O:26][CH2:27][CH2:28][C@H:29]2[CH2:34][CH2:33][CH2:32][CH2:31][N:30]2[CH3:37])=[CH:11][C:12]=1[C:13]1[CH:14]=[CH:15][C:16]([O:19][CH:20]2[CH2:25][CH2:24][CH2:23][CH2:22][CH2:21]2)=[CH:17][CH:18]=1)[CH2:4][CH2:5][CH3:6]. The reactants are Cl.Cl.[CH2:3]([C:7]1[N:8]=[N:9][C:10]([O:26][CH2:27][CH2:28][C@H:29]2[CH2:34][CH2:33][CH2:32][CH2:31][NH:30]2)=[CH:11][C:12]=1[C:13]1[CH:18]=[CH:17][C:16]([O:19][CH:20]2[CH2:25][CH2:24][CH2:23][CH2:22][CH2:21]2)=[CH:15][CH:14]=1)[CH2:4][CH2:5][CH3:6].C=O.[C:37](O[BH-](OC(=O)C)OC(=O)C)(=O)C. The catalyst is C(Cl)Cl. (2) The reactants are [C:1]([N:4]1[C:13]2[C:8](=[CH:9][C:10]([C:14]3[CH:24]=[CH:23][C:17]([C:18]([O:20][CH2:21][CH3:22])=[O:19])=[CH:16][N:15]=3)=[CH:11][CH:12]=2)[C@H:7]([NH:25][C:26]2[CH:31]=[CH:30][C:29](N)=[CH:28][N:27]=2)[CH2:6][C@@H:5]1[CH3:33])(=[O:3])[CH3:2].N(OCCC(C)C)=O. The catalyst is C(O)C. The product is [C:1]([N:4]1[C:13]2[C:8](=[CH:9][C:10]([C:14]3[CH:24]=[CH:23][C:17]([C:18]([O:20][CH2:21][CH3:22])=[O:19])=[CH:16][N:15]=3)=[CH:11][CH:12]=2)[C@H:7]([NH:25][C:26]2[CH:31]=[CH:30][CH:29]=[CH:28][N:27]=2)[CH2:6][C@@H:5]1[CH3:33])(=[O:3])[CH3:2]. The yield is 0.552.